This data is from Full USPTO retrosynthesis dataset with 1.9M reactions from patents (1976-2016). The task is: Predict the reactants needed to synthesize the given product. (1) Given the product [CH2:29]([NH:31][CH2:2][CH2:3][C:4]([NH:6][C:7]1[CH:20]=[CH:19][C:18]2[C:17](=[O:21])[C:16]3[C:11](=[CH:12][C:13]([NH:22][C:23](=[O:27])[CH2:24][CH2:25][NH:32][CH2:33][CH3:34])=[CH:14][CH:15]=3)[C:10](=[O:28])[C:9]=2[CH:8]=1)=[O:5])[CH3:30], predict the reactants needed to synthesize it. The reactants are: Cl[CH2:2][CH2:3][C:4]([NH:6][C:7]1[CH:20]=[CH:19][C:18]2[C:17](=[O:21])[C:16]3[C:11](=[CH:12][C:13]([NH:22][C:23](=[O:27])[CH2:24][CH2:25]Cl)=[CH:14][CH:15]=3)[C:10](=[O:28])[C:9]=2[CH:8]=1)=[O:5].[CH2:29]([NH2:31])[CH3:30].[N:32]1C=CC=[CH:34][CH:33]=1. (2) The reactants are: [Br:1][C:2]1[CH:3]=[C:4]2[C:9](=[CH:10][CH:11]=1)[N:8]=[CH:7][N:6]=[C:5]2O.O=P(Cl)(Cl)[Cl:15]. Given the product [Br:1][C:2]1[CH:3]=[C:4]2[C:9](=[CH:10][CH:11]=1)[N:8]=[CH:7][N:6]=[C:5]2[Cl:15], predict the reactants needed to synthesize it. (3) Given the product [CH3:8][C:4]1[C:5]([N+:13]([O-:15])=[O:14])=[CH:6][CH:7]=[C:2]([CH3:1])[C:3]=1[NH:9][C:10](=[O:12])[CH3:11], predict the reactants needed to synthesize it. The reactants are: [CH3:1][C:2]1[CH:7]=[CH:6][CH:5]=[C:4]([CH3:8])[C:3]=1[NH:9][C:10](=[O:12])[CH3:11].[N+:13]([O-])([OH:15])=[O:14]. (4) Given the product [OH:8][C:5]1[CH:6]=[CH:7][C:2]([C:19]2[CH:18]=[CH:17][CH:16]=[C:15]([CH:13]=[O:14])[CH:20]=2)=[CH:3][C:4]=1[C:9]([F:12])([F:11])[F:10], predict the reactants needed to synthesize it. The reactants are: Br[C:2]1[CH:7]=[CH:6][C:5]([OH:8])=[C:4]([C:9]([F:12])([F:11])[F:10])[CH:3]=1.[CH:13]([C:15]1[CH:16]=[C:17](B(O)O)[CH:18]=[CH:19][CH:20]=1)=[O:14].C(=O)([O-])[O-].[Na+].[Na+]. (5) Given the product [CH3:1][O:2][C:3](=[O:31])[CH:4]([C:9]1[CH:10]=[C:11]([C:35]2[CH:36]=[C:37]([C:39]([F:41])([F:40])[F:42])[CH:38]=[C:33]([F:32])[CH:34]=2)[CH:12]=[C:13]([OH:15])[CH:14]=1)[CH2:5][CH:6]([CH3:7])[CH3:8], predict the reactants needed to synthesize it. The reactants are: [CH3:1][O:2][C:3](=[O:31])[CH:4]([C:9]1[CH:14]=[C:13]([O:15]S(C(F)(F)F)(=O)=O)[CH:12]=[C:11](OCC2C=CC=CC=2)[CH:10]=1)[CH2:5][C:6]([CH3:8])=[CH2:7].[F:32][C:33]1[CH:34]=[C:35](B(O)O)[CH:36]=[C:37]([C:39]([F:42])([F:41])[F:40])[CH:38]=1.